From a dataset of Full USPTO retrosynthesis dataset with 1.9M reactions from patents (1976-2016). Predict the reactants needed to synthesize the given product. (1) Given the product [C:33]([O:37][C:38]([N:40]1[CH2:44][CH:43]=[C:42]([C:17]2[CH:16]=[C:15]([O:14][C:13]3[CH:25]=[CH:26][C:10]([NH:9][C:1](=[O:8])[C:2]4[CH:7]=[CH:6][CH:5]=[CH:4][CH:3]=4)=[CH:11][CH:12]=3)[C:20]([C:21](=[O:22])[NH2:23])=[CH:19][N:18]=2)[CH2:41]1)=[O:39])([CH3:36])([CH3:34])[CH3:35], predict the reactants needed to synthesize it. The reactants are: [C:1]([NH:9][C:10]1[CH:26]=[CH:25][C:13]([O:14][C:15]2[C:20]([C:21]([NH2:23])=[O:22])=[CH:19][N:18]=[C:17](Cl)[CH:16]=2)=[CH:12][CH:11]=1)(=[O:8])[C:2]1[CH:7]=[CH:6][CH:5]=[CH:4][CH:3]=1.O1CCOCC1.[C:33]([O:37][C:38]([N:40]1[CH2:44][CH:43]=[C:42](B2OC(C)(C)C(C)(C)O2)[CH2:41]1)=[O:39])([CH3:36])([CH3:35])[CH3:34].C(=O)([O-])[O-].[Cs+].[Cs+]. (2) Given the product [CH3:21][O:20][C:15]1[C:16]([O:18][CH3:19])=[CH:17][C:2]2[NH:1][C:25](=[O:27])[CH2:24][N:36]=[C:4]([C:6]3[CH:7]=[C:8]([CH:11]=[CH:12][CH:13]=3)[C:9]#[N:10])[C:3]=2[CH:14]=1, predict the reactants needed to synthesize it. The reactants are: [NH2:1][C:2]1[CH:17]=[C:16]([O:18][CH3:19])[C:15]([O:20][CH3:21])=[CH:14][C:3]=1[C:4]([C:6]1[CH:7]=[C:8]([CH:11]=[CH:12][CH:13]=1)[C:9]#[N:10])=O.[Br-].Br[CH2:24][C:25]([O-:27])=O.C([O-])([O-])=O.[Na+].[Na+].CO.[NH3:36].